This data is from Reaction yield outcomes from USPTO patents with 853,638 reactions. The task is: Predict the reaction yield, written as a fraction of the theoretical maximum amount of product (1.0 means a 100% yield; for example, 0.34 means a 34% yield). (1) The reactants are [F:1][C:2]1[CH:3]=[CH:4][C:5]([N:13]2[CH2:18][CH2:17][N:16]([CH2:19][CH2:20][C:21]3[CH:22]=[C:23]([CH:25]=[CH:26][CH:27]=3)[NH2:24])[CH2:15][CH2:14]2)=[C:6]2[C:11]=1[N:10]=[C:9]([CH3:12])[CH:8]=[CH:7]2.[C:28](Cl)(=[O:30])[CH3:29]. No catalyst specified. The product is [F:1][C:2]1[CH:3]=[CH:4][C:5]([N:13]2[CH2:14][CH2:15][N:16]([CH2:19][CH2:20][C:21]3[CH:22]=[C:23]([NH:24][C:28](=[O:30])[CH3:29])[CH:25]=[CH:26][CH:27]=3)[CH2:17][CH2:18]2)=[C:6]2[C:11]=1[N:10]=[C:9]([CH3:12])[CH:8]=[CH:7]2. The yield is 0.260. (2) The reactants are Br[C:2]1[N:3]=[C:4]2[C:10]3[CH:11]=[CH:12][CH:13]=[CH:14][C:9]=3[NH:8][C:7]3[N:15]=[CH:16][CH:17]=[CH:18][C:6]=3[N:5]2[C:19]=1[C:20]1[CH:25]=[CH:24][C:23]([C:26]2([NH:30][C:31](=[O:37])[O:32][C:33]([CH3:36])([CH3:35])[CH3:34])[CH2:29][CH2:28][CH2:27]2)=[CH:22][CH:21]=1.[CH:38]1[C:47]2[C:42](=[CH:43][C:44](B(O)O)=[CH:45][CH:46]=2)[CH:41]=[CH:40][N:39]=1.C([O-])([O-])=O.[Na+].[Na+]. The catalyst is CN(C=O)C.CCOC(C)=O.CC(P(C(C)(C)C)C1C=CC(N(C)C)=CC=1)(C)C.CC(P(C(C)(C)C)C1C=CC(N(C)C)=CC=1)(C)C.Cl[Pd]Cl. The product is [CH:38]1[C:47]2[C:42](=[CH:43][C:44]([C:2]3[N:3]=[C:4]4[C:10]5[CH:11]=[CH:12][CH:13]=[CH:14][C:9]=5[NH:8][C:7]5[N:15]=[CH:16][CH:17]=[CH:18][C:6]=5[N:5]4[C:19]=3[C:20]3[CH:25]=[CH:24][C:23]([C:26]4([NH:30][C:31](=[O:37])[O:32][C:33]([CH3:36])([CH3:34])[CH3:35])[CH2:29][CH2:28][CH2:27]4)=[CH:22][CH:21]=3)=[CH:45][CH:46]=2)[CH:41]=[CH:40][N:39]=1. The yield is 0.740.